Dataset: Forward reaction prediction with 1.9M reactions from USPTO patents (1976-2016). Task: Predict the product of the given reaction. Given the reactants [CH3:1][C@@H:2]1[N:7]2[C:8]3[C:17]4[C:12](=[CH:13][CH:14]=[CH:15][CH:16]=4)[N:11]=[CH:10][C:9]=3[N:18]=[C:6]2[CH2:5][N:4]([S:19]([CH3:22])(=[O:21])=[O:20])[CH2:3]1.C1C=C(Cl)C=C(C(OO)=[O:31])C=1.C([O-])([O-])=O.[Na+].[Na+], predict the reaction product. The product is: [CH3:1][C@@H:2]1[N:7]2[C:8]3[C:17]4[C:12](=[CH:13][CH:14]=[CH:15][CH:16]=4)[N+:11]([O-:31])=[CH:10][C:9]=3[N:18]=[C:6]2[CH2:5][N:4]([S:19]([CH3:22])(=[O:21])=[O:20])[CH2:3]1.